From a dataset of CYP1A2 inhibition data for predicting drug metabolism from PubChem BioAssay. Regression/Classification. Given a drug SMILES string, predict its absorption, distribution, metabolism, or excretion properties. Task type varies by dataset: regression for continuous measurements (e.g., permeability, clearance, half-life) or binary classification for categorical outcomes (e.g., BBB penetration, CYP inhibition). Dataset: cyp1a2_veith. (1) The drug is COc1ccc2[nH]cc(CCNc3ccnc(-c4ccc5c(c4)OCO5)n3)c2c1. The result is 1 (inhibitor). (2) The molecule is Cc1cc(C(F)F)n2nc(C(=O)Nc3cccnc3Cl)nc2n1. The result is 0 (non-inhibitor).